Dataset: Peptide-MHC class I binding affinity with 185,985 pairs from IEDB/IMGT. Task: Regression. Given a peptide amino acid sequence and an MHC pseudo amino acid sequence, predict their binding affinity value. This is MHC class I binding data. (1) The peptide sequence is EKAAWGVAL. The MHC is HLA-B18:01 with pseudo-sequence HLA-B18:01. The binding affinity (normalized) is 0.0847. (2) The peptide sequence is QFLYLYALI. The MHC is Patr-A0701 with pseudo-sequence Patr-A0701. The binding affinity (normalized) is 0.503. (3) The peptide sequence is TSPQSLTTK. The MHC is HLA-A11:01 with pseudo-sequence HLA-A11:01. The binding affinity (normalized) is 0.309. (4) The peptide sequence is RVYLNGIGK. The MHC is HLA-A11:01 with pseudo-sequence HLA-A11:01. The binding affinity (normalized) is 0.820. (5) The peptide sequence is TTTIKPVSY. The MHC is HLA-A26:01 with pseudo-sequence HLA-A26:01. The binding affinity (normalized) is 0.456. (6) The MHC is HLA-B15:17 with pseudo-sequence HLA-B15:17. The binding affinity (normalized) is 0.0847. The peptide sequence is SQLPPACPV. (7) The peptide sequence is TMPELAWAV. The MHC is HLA-A01:01 with pseudo-sequence HLA-A01:01. The binding affinity (normalized) is 0.0847. (8) The peptide sequence is TSTVEEQIQW. The MHC is HLA-B40:01 with pseudo-sequence HLA-B40:01. The binding affinity (normalized) is 0.